This data is from Drug-target binding data from BindingDB using IC50 measurements. The task is: Regression. Given a target protein amino acid sequence and a drug SMILES string, predict the binding affinity score between them. We predict pIC50 (pIC50 = -log10(IC50 in M); higher means more potent). Dataset: bindingdb_ic50. (1) The drug is COc1cc(C)c2[nH]ccc2c1CN1CCCCC1c1cccc(CC(=O)O)c1. The target protein (P00751) has sequence MGSNLSPQLCLMPFILGLLSGGVTTTPWSLARPQGSCSLEGVEIKGGSFRLLQEGQALEYVCPSGFYPYPVQTRTCRSTGSWSTLKTQDQKTVRKAECRAIHCPRPHDFENGEYWPRSPYYNVSDEISFHCYDGYTLRGSANRTCQVNGRWSGQTAICDNGAGYCSNPGIPIGTRKVGSQYRLEDSVTYHCSRGLTLRGSQRRTCQEGGSWSGTEPSCQDSFMYDTPQEVAEAFLSSLTETIEGVDAEDGHGPGEQQKRKIVLDPSGSMNIYLVLDGSDSIGASNFTGAKKCLVNLIEKVASYGVKPRYGLVTYATYPKIWVKVSEADSSNADWVTKQLNEINYEDHKLKSGTNTKKALQAVYSMMSWPDDVPPEGWNRTRHVIILMTDGLHNMGGDPITVIDEIRDLLYIGKDRKNPREDYLDVYVFGVGPLVNQVNINALASKKDNEQHVFKVKDMENLEDVFYQMIDESQSLSLCGMVWEHRKGTDYHKQPWQAKIS.... The pIC50 is 8.7. (2) The compound is COc1ccc(N2CCc3nc(-c4ccccn4)ncc3C2)cc1OC. The target protein (Q69422) has sequence MPVISTQTSPVPAPRTRKNKQTQASYPVSIKTSVERGQRAKRKVQRDARPRNYKIAGIHDGLQTLAQAALPAHGWGRQDPRHKSRNLGILLDYPLGWIGDVTTHTPLVGPLVAGAVVRPVCQIVRLLEDGVNWATGWFGVHLFVVCLLSLACPCSGARVTDPDTNTTILTNCCQRNQVIYCSPSTCLHEPGCVICADECWVPANPYISHPSNWTGTDSFLADHIDFVMGALVTCDALDIGELCGACVLVGDWLVRHWLIHIDLNETGTCYLEVPTGIDPGFLGFIGWMAGKVEAVIFLTKLASQVPYAIATMFSSVHYLAVGALIYYASRGKWYQLLLALMLYIEATSGNPIRVPTGCSIAEFCSPLMIPCPCHSYLSENVSEVICYSPKWTRPVTLEYNNSISWYPYTIPGARGCMVKFKNNTWGCCRIRNVPSYCTMGTDAVWNDTRNTYEACGVTPWLTTAWHNGSALKLAILQYPGSKEMFKPHNWMSGHLYFEGS.... The pIC50 is 5.0. (3) The compound is C[C@H]1CN(S(=O)(=O)C[C@]23CC[C@H](C[C@H]2O)C3(C)C)CCN1c1ncc(C(F)(F)F)cc1F. The target protein (O88410) has sequence MYLEVSERQVLDASDFAFLLENSTSPYDYGENESDFSDSPPCPQDFSLNFDRTFLPALYSLLFLLGLLGNGAVAAVLLSQRTALSSTDTFLLHLAVADVLLVLTLPLWAVDAAVQWVFGPGLCKVAGALFNINFYAGAFLLACISFDRYLSIVHATQIYRRDPRVRVALTCIVVWGLCLLFALPDFIYLSANYDQRLNATHCQYNFPQVGRTALRVLQLVAGFLLPLLVMAYCYAHILAVLLVSRGQRRFRAMRLVVVVVAAFAVCWTPYHLVVLVDILMDVGVLARNCGRESHVDVAKSVTSGMGYMHCCLNPLLYAFVGVKFREQMWMLFTRLGRSDQRGPQRQPSSSRRESSWSETTEASYLGL. The pIC50 is 5.8.